Task: Predict the reactants needed to synthesize the given product.. Dataset: Full USPTO retrosynthesis dataset with 1.9M reactions from patents (1976-2016) Given the product [Cl:24][C:25]1[CH:30]=[CH:29][CH:28]=[CH:27][C:26]=1[NH:31][C:32]([NH:1][C:2]1[CH:7]=[CH:6][CH:5]=[C:4]([C:8]2[C:17]3[C:12](=[C:13]([C:18]([F:21])([F:19])[F:20])[CH:14]=[CH:15][CH:16]=3)[N:11]=[CH:10][C:9]=2[C:22]#[N:23])[CH:3]=1)=[O:33], predict the reactants needed to synthesize it. The reactants are: [NH2:1][C:2]1[CH:3]=[C:4]([C:8]2[C:17]3[C:12](=[C:13]([C:18]([F:21])([F:20])[F:19])[CH:14]=[CH:15][CH:16]=3)[N:11]=[CH:10][C:9]=2[C:22]#[N:23])[CH:5]=[CH:6][CH:7]=1.[Cl:24][C:25]1[CH:30]=[CH:29][CH:28]=[CH:27][C:26]=1[N:31]=[C:32]=[O:33].